Dataset: Reaction yield outcomes from USPTO patents with 853,638 reactions. Task: Predict the reaction yield, written as a fraction of the theoretical maximum amount of product (1.0 means a 100% yield; for example, 0.34 means a 34% yield). The reactants are [F:1][C:2]([F:38])([F:37])[CH:3]([C:30]1[CH:35]=[CH:34][N+:33]([O-])=[CH:32][CH:31]=1)[O:4][C:5]1[C:14]([N:15]([CH2:22][O:23][CH2:24][CH2:25][Si:26]([CH3:29])([CH3:28])[CH3:27])[S:16]([CH2:19][CH2:20][CH3:21])(=[O:18])=[O:17])=[N:13][C:12]2[C:7](=[CH:8][CH:9]=[CH:10][CH:11]=2)[N:6]=1.C[Si]([C:43]#[N:44])(C)C.CN(C)C(Cl)=O.C(=O)(O)[O-].[Na+]. The catalyst is ClCCl.O. The product is [C:43]([C:34]1[CH:35]=[C:30]([CH:3]([O:4][C:5]2[C:14]([N:15]([CH2:22][O:23][CH2:24][CH2:25][Si:26]([CH3:29])([CH3:28])[CH3:27])[S:16]([CH2:19][CH2:20][CH3:21])(=[O:18])=[O:17])=[N:13][C:12]3[C:7]([N:6]=2)=[CH:8][CH:9]=[CH:10][CH:11]=3)[C:2]([F:38])([F:37])[F:1])[CH:31]=[CH:32][N:33]=1)#[N:44]. The yield is 1.00.